This data is from Peptide-MHC class I binding affinity with 185,985 pairs from IEDB/IMGT. The task is: Regression. Given a peptide amino acid sequence and an MHC pseudo amino acid sequence, predict their binding affinity value. This is MHC class I binding data. The peptide sequence is RILQRALF. The MHC is Mamu-B52 with pseudo-sequence Mamu-B52. The binding affinity (normalized) is 0.365.